From a dataset of Catalyst prediction with 721,799 reactions and 888 catalyst types from USPTO. Predict which catalyst facilitates the given reaction. (1) Reactant: [CH3:1][O:2][C:3]([C:5]1[N:6]=[C:7]2[C:12]([C:13]([F:16])([F:15])[F:14])=[CH:11][C:10]([C:17]3[CH:21]=[CH:20][O:19][CH:18]=3)=[CH:9][N:8]2[C:22]=1Cl)=[O:4].[CH:24]1(B(O)O)[CH2:26][CH2:25]1.C([O-])(O)=O.[Na+]. Product: [CH3:1][O:2][C:3]([C:5]1[N:6]=[C:7]2[C:12]([C:13]([F:16])([F:15])[F:14])=[CH:11][C:10]([C:17]3[CH:21]=[CH:20][O:19][CH:18]=3)=[CH:9][N:8]2[C:22]=1[CH:24]1[CH2:26][CH2:25]1)=[O:4]. The catalyst class is: 455. (2) Reactant: [O:1]=[C:2]1[C:10]2[C:5](=[CH:6][C:7]([C:11]([NH:13][CH:14]3[CH2:19][CH2:18][N:17](C(OC(C)(C)C)=O)[CH2:16][CH2:15]3)=[O:12])=[CH:8][CH:9]=2)[CH2:4][O:3]1.[ClH:27]. Product: [ClH:27].[O:1]=[C:2]1[C:10]2[C:5](=[CH:6][C:7]([C:11]([NH:13][CH:14]3[CH2:15][CH2:16][NH:17][CH2:18][CH2:19]3)=[O:12])=[CH:8][CH:9]=2)[CH2:4][O:3]1. The catalyst class is: 12. (3) Reactant: [Cl:1][C:2]1[C:10]2[N:9]=[C:8]([NH:11][C:12]3[CH:13]=[N:14][C:15]([N:19]4[CH2:23][CH2:22][CH2:21][CH2:20]4)=[CH:16][C:17]=3[CH3:18])[N:7]([CH2:24][CH2:25][CH2:26][C:27](OCC)=[O:28])[C:6]=2[C:5]([CH:32]([CH2:35][CH3:36])[CH2:33][CH3:34])=[CH:4][CH:3]=1.[BH4-].[Li+].[Cl-].[NH4+].C(=O)(O)[O-].[Na+]. Product: [Cl:1][C:2]1[C:10]2[N:9]=[C:8]([NH:11][C:12]3[CH:13]=[N:14][C:15]([N:19]4[CH2:23][CH2:22][CH2:21][CH2:20]4)=[CH:16][C:17]=3[CH3:18])[N:7]([CH2:24][CH2:25][CH2:26][CH2:27][OH:28])[C:6]=2[C:5]([CH:32]([CH2:35][CH3:36])[CH2:33][CH3:34])=[CH:4][CH:3]=1. The catalyst class is: 7. (4) Reactant: [NH2:1][C:2]1[CH:3]=[C:4]([CH:29]=[CH:30][CH:31]=1)[CH2:5][CH:6]1[CH2:11][CH2:10][N:9]([CH2:12][C:13]2[CH:18]=[CH:17][C:16]([C:19]([OH:28])([C:24]([F:27])([F:26])[F:25])[C:20]([F:23])([F:22])[F:21])=[CH:15][CH:14]=2)[CH2:8][CH2:7]1.[C:32](Cl)(=O)[O:33]C1C=CC([N+]([O-])=O)=CC=1.[CH:45]1([CH2:48][NH2:49])[CH2:47][CH2:46]1. Product: [CH:45]1([CH2:48][NH:49][C:32]([NH:1][C:2]2[CH:31]=[CH:30][CH:29]=[C:4]([CH2:5][CH:6]3[CH2:11][CH2:10][N:9]([CH2:12][C:13]4[CH:14]=[CH:15][C:16]([C:19]([OH:28])([C:20]([F:21])([F:22])[F:23])[C:24]([F:27])([F:25])[F:26])=[CH:17][CH:18]=4)[CH2:8][CH2:7]3)[CH:3]=2)=[O:33])[CH2:47][CH2:46]1. The catalyst class is: 7. (5) Reactant: [CH2:1]([N:3]1[C:7]([CH2:8][CH2:9][N:10]2[C:14](=[O:15])[C:13]3=[CH:16][CH:17]=[CH:18][CH:19]=[C:12]3[C:11]2=[O:20])=[CH:6][C:5]([C:21]([NH2:23])=O)=[N:4]1)[CH3:2].S(Cl)(Cl)=O. Product: [CH2:1]([N:3]1[C:7]([CH2:8][CH2:9][N:10]2[C:11](=[O:20])[C:12]3=[CH:19][CH:18]=[CH:17][CH:16]=[C:13]3[C:14]2=[O:15])=[CH:6][C:5]([C:21]#[N:23])=[N:4]1)[CH3:2]. The catalyst class is: 11.